Dataset: Catalyst prediction with 721,799 reactions and 888 catalyst types from USPTO. Task: Predict which catalyst facilitates the given reaction. (1) The catalyst class is: 39. Reactant: [NH:1]1[C:9]2[C:4](=[CH:5][CH:6]=[CH:7][CH:8]=2)[C:3]([C@H:10]([CH3:30])[C@@H:11]([NH:15][C:16]([N:18]2[CH2:23][CH2:22][CH:21]([C:24]3[CH:29]=[CH:28][CH:27]=[CH:26][CH:25]=3)[CH2:20][CH2:19]2)=[O:17])[C:12]([OH:14])=O)=[CH:2]1.[NH:31]1[C:39]2[C:34](=[CH:35][CH:36]=[C:37]([CH2:40][NH:41]C(=O)C(F)(F)F)[CH:38]=2)[CH2:33][CH2:32]1.F[P-](F)(F)(F)(F)F.N1(OC(N(C)C)=[N+](C)C)C2N=CC=CC=2N=N1.C(N(CC)C(C)C)(C)C.Cl. Product: [NH2:41][CH2:40][C:37]1[CH:38]=[C:39]2[C:34]([CH2:33][CH2:32][N:31]2[C:12]([C@H:11]([NH:15][C:16]([N:18]2[CH2:19][CH2:20][CH:21]([C:24]3[CH:29]=[CH:28][CH:27]=[CH:26][CH:25]=3)[CH2:22][CH2:23]2)=[O:17])[C@H:10]([C:3]2[C:4]3[C:9](=[CH:8][CH:7]=[CH:6][CH:5]=3)[NH:1][CH:2]=2)[CH3:30])=[O:14])=[CH:35][CH:36]=1. (2) Reactant: [O:1]=[C:2]1[CH2:7][O:6][C:5]2[CH:8]=[CH:9][C:10]([CH:12]=[O:13])=[CH:11][C:4]=2[NH:3]1.CI.[C:16](=O)([O-])[O-].[Cs+].[Cs+]. Product: [CH3:16][N:3]1[C:2](=[O:1])[CH2:7][O:6][C:5]2[CH:8]=[CH:9][C:10]([CH:12]=[O:13])=[CH:11][C:4]1=2. The catalyst class is: 9. (3) Reactant: [NH2:1][C:2]1[C:13]([C:14]([CH3:17])([CH3:16])[CH3:15])=[CH:12][C:5]2[C:6]([CH3:11])([CH3:10])[C:7](=[O:9])[O:8][C:4]=2[CH:3]=1.[CH3:18][CH:19]1[O:23][CH2:22][CH2:21][CH2:20]1.C(P1(=O)OP(CCC)(=O)OP(CCC)(=O)O1)CC.[N:42]1[CH:47]=[CH:46][CH:45]=C[CH:43]=1.[C:48](=O)(OC)[O:49]C1C=C([N+]([O-])=O)C(C(C)(C)C)=CC=1Br. Product: [C:14]([C:13]1[C:2]([NH:1][C:48]([C:18]2[C:19](=[O:23])[C:20]3[C:47](=[CH:46][CH:45]=[CH:22][CH:21]=3)[NH:42][CH:43]=2)=[O:49])=[CH:3][C:4]2[O:8][C:7](=[O:9])[C:6]([CH3:11])([CH3:10])[C:5]=2[CH:12]=1)([CH3:17])([CH3:16])[CH3:15]. The catalyst class is: 6. (4) Reactant: [C:1]([C:5]1[N:10]=[C:9]([N:11]2[CH2:16][CH2:15][N:14]([CH2:17][CH2:18][CH2:19][CH2:20][NH2:21])[CH2:13][CH2:12]2)[CH:8]=[C:7]([C:22]([F:25])([F:24])[F:23])[N:6]=1)([CH3:4])([CH3:3])[CH3:2].C1N=CN([C:31](N2C=NC=C2)=[O:32])C=1.[CH3:38][C:39]1[C:44]([CH3:45])=[CH:43][CH:42]=[CH:41][C:40]=1[N:46]1[CH2:51][CH2:50][NH:49][CH2:48][CH2:47]1. Product: [C:1]([C:5]1[N:10]=[C:9]([N:11]2[CH2:16][CH2:15][N:14]([CH2:17][CH2:18][CH2:19][CH2:20][NH:21][C:31]([N:49]3[CH2:48][CH2:47][N:46]([C:40]4[CH:41]=[CH:42][CH:43]=[C:44]([CH3:45])[C:39]=4[CH3:38])[CH2:51][CH2:50]3)=[O:32])[CH2:13][CH2:12]2)[CH:8]=[C:7]([C:22]([F:24])([F:25])[F:23])[N:6]=1)([CH3:4])([CH3:2])[CH3:3]. The catalyst class is: 147. (5) Reactant: [NH2:1][C:2]1[C:3]2[N:4]([C:8]([C@H:12]3[CH2:21][N:20]4[C@H:15]([CH2:16][O:17][C@H:18]([CH3:23])[C:19]4=[O:22])[CH2:14][CH2:13]3)=[N:9][C:10]=2Br)[CH:5]=[CH:6][N:7]=1.CC1(C)C(C)(C)OB([C:32]2[CH:50]=[CH:49][C:35]([C:36]([NH:38][C:39]3[CH:44]=[C:43]([C:45]([F:48])([F:47])[F:46])[CH:42]=[CH:41][N:40]=3)=[O:37])=[CH:34][CH:33]=2)O1.C([O-])([O-])=O.[K+].[K+].O. Product: [NH2:1][C:2]1[C:3]2[N:4]([C:8]([C@H:12]3[CH2:21][N:20]4[C@H:15]([CH2:16][O:17][C@H:18]([CH3:23])[C:19]4=[O:22])[CH2:14][CH2:13]3)=[N:9][C:10]=2[C:32]2[CH:50]=[CH:49][C:35]([C:36]([NH:38][C:39]3[CH:44]=[C:43]([C:45]([F:46])([F:47])[F:48])[CH:42]=[CH:41][N:40]=3)=[O:37])=[CH:34][CH:33]=2)[CH:5]=[CH:6][N:7]=1. The catalyst class is: 117.